Dataset: Forward reaction prediction with 1.9M reactions from USPTO patents (1976-2016). Task: Predict the product of the given reaction. Given the reactants C([O:3][C:4]([C:6]1[CH:11]=[CH:10][C:9]([F:12])=[C:8]([CH3:13])[N:7]=1)=[CH2:5])C.[Br:14]N1C(=O)CCC1=O, predict the reaction product. The product is: [Br:14][CH2:3][C:4]([C:6]1[CH:11]=[CH:10][C:9]([F:12])=[C:8]([CH3:13])[N:7]=1)=[O:5].